Dataset: Full USPTO retrosynthesis dataset with 1.9M reactions from patents (1976-2016). Task: Predict the reactants needed to synthesize the given product. (1) Given the product [C:51]([O:50][C:49](=[O:55])[NH:48][C:45]([CH3:47])([CH3:46])[CH2:44][C:43]1[S:10][C:39]([C:35]2[N:30]3[CH:31]=[C:32]([CH3:34])[CH:33]=[C:28]([O:27][CH2:26][C:25]4[C:24]([F:23])=[CH:60][CH:59]=[CH:58][C:57]=4[F:61])[C:29]3=[N:37][C:36]=2[CH3:38])=[N:41][N:42]=1)([CH3:54])([CH3:53])[CH3:52], predict the reactants needed to synthesize it. The reactants are: COC1C=CC(P2(=S)SP(=S)(C3C=CC(OC)=CC=3)[S:10]2)=CC=1.[F:23][C:24]1[CH:60]=[CH:59][CH:58]=[C:57]([F:61])[C:25]=1[CH2:26][O:27][C:28]1[C:29]2[N:30]([C:35]([C:39]([NH:41][NH:42][C:43](=O)[CH2:44][C:45]([NH:48][C:49](=[O:55])[O:50][C:51]([CH3:54])([CH3:53])[CH3:52])([CH3:47])[CH3:46])=O)=[C:36]([CH3:38])[N:37]=2)[CH:31]=[C:32]([CH3:34])[CH:33]=1. (2) Given the product [CH2:1]([N:5]([C:17]([C:19]1[C:28]([NH:29][C:30]([NH:32][C:33]2[C:34]([Cl:40])=[CH:35][CH:36]=[CH:37][C:38]=2[Cl:39])=[O:31])=[CH:27][C:26]2[C:21](=[CH:22][CH:23]=[CH:24][CH:25]=2)[CH:20]=1)=[O:18])[CH2:6][C:7]([OH:9])=[O:8])[CH2:2][CH2:3][CH3:4], predict the reactants needed to synthesize it. The reactants are: [CH2:1]([N:5]([C:17]([C:19]1[C:28]([NH:29][C:30]([NH:32][C:33]2[C:38]([Cl:39])=[CH:37][CH:36]=[CH:35][C:34]=2[Cl:40])=[O:31])=[CH:27][C:26]2[C:21](=[CH:22][CH:23]=[CH:24][CH:25]=2)[CH:20]=1)=[O:18])[CH2:6][C:7]([O:9]CC1C=CC=CC=1)=[O:8])[CH2:2][CH2:3][CH3:4]. (3) Given the product [CH3:13][C:14]1([CH3:30])[C:18]([CH3:20])([CH3:19])[O:17][B:16]([C:2]2[CH:3]=[C:4]([CH2:8][S:9]([NH2:12])(=[O:11])=[O:10])[CH:5]=[CH:6][CH:7]=2)[O:15]1, predict the reactants needed to synthesize it. The reactants are: Br[C:2]1[CH:3]=[C:4]([CH2:8][S:9]([NH2:12])(=[O:11])=[O:10])[CH:5]=[CH:6][CH:7]=1.[CH3:13][C:14]1([CH3:30])[C:18]([CH3:20])([CH3:19])[O:17][B:16]([B:16]2[O:17][C:18]([CH3:20])([CH3:19])[C:14]([CH3:30])([CH3:13])[O:15]2)[O:15]1.C([O-])(=O)C.[K+]. (4) Given the product [Cl:1][C:2]1[CH:10]=[C:6]([C:7]([NH:18][C:17]2[CH:19]=[CH:20][C:14]([O:13][CH3:12])=[CH:15][C:16]=2[N+:21]([O-:23])=[O:22])=[O:9])[CH:5]=[N:4][C:3]=1[Cl:11], predict the reactants needed to synthesize it. The reactants are: [Cl:1][C:2]1[C:3]([Cl:11])=[N:4][CH:5]=[C:6]([CH:10]=1)[C:7]([OH:9])=O.[CH3:12][O:13][C:14]1[CH:20]=[CH:19][C:17]([NH2:18])=[C:16]([N+:21]([O-:23])=[O:22])[CH:15]=1. (5) The reactants are: C1COCC1.Br[C:7]1[S:8][CH:9]=[CH:10][CH:11]=1.[F:12][C:13]1[N:18]=[CH:17][C:16]([Mg]Br)=[CH:15][CH:14]=1.Cl. Given the product [F:12][C:13]1[CH:14]=[CH:15][C:16]([C:7]2[S:8][CH:9]=[CH:10][CH:11]=2)=[CH:17][N:18]=1, predict the reactants needed to synthesize it. (6) Given the product [O:1]=[C:2]1[C:8]2([CH2:9][CH2:10][CH2:11][CH2:12]2)[NH:7][CH2:6][CH2:5][C@@H:4]([C:13]2[CH:18]=[CH:17][CH:16]=[CH:15][CH:14]=2)[N:3]1[CH2:19][C:20]([OH:22])=[O:21], predict the reactants needed to synthesize it. The reactants are: [O:1]=[C:2]1[C:8]2([CH2:12][CH2:11][CH2:10][CH2:9]2)[NH:7][CH2:6][CH2:5][C@@H:4]([C:13]2[CH:18]=[CH:17][CH:16]=[CH:15][CH:14]=2)[N:3]1[CH2:19][C:20]([O:22]CC1C=CC=CC=1)=[O:21]. (7) Given the product [C:1]([O:4][C:5]1[CH:6]=[CH:7][C:8]([S:11]([N:12]([CH2:31][C:32]2[CH:41]=[CH:40][C:35]([C:36]([O:38][CH3:39])=[O:37])=[CH:34][CH:33]=2)[CH2:13][C:14]2[CH:19]=[CH:18][CH:17]=[CH:16][C:15]=2[O:20][CH3:21])(=[O:23])=[O:22])=[CH:9][CH:10]=1)(=[O:3])[CH3:2], predict the reactants needed to synthesize it. The reactants are: [C:1]([O:4][C:5]1[CH:10]=[CH:9][C:8]([S:11](=[O:23])(=[O:22])[NH:12][CH2:13][C:14]2[CH:19]=[CH:18][CH:17]=[CH:16][C:15]=2[O:20][CH3:21])=[CH:7][CH:6]=1)(=[O:3])[CH3:2].C(=O)([O-])[O-].[Cs+].[Cs+].Br[CH2:31][C:32]1[CH:41]=[CH:40][C:35]([C:36]([O:38][CH3:39])=[O:37])=[CH:34][CH:33]=1. (8) Given the product [Cl:20][C:21]1[CH:29]=[C:28]([Cl:30])[CH:27]=[CH:26][C:22]=1[C:23]([NH:13][S:10]([C:8]([CH3:9])=[CH:7][C:1]1[CH:2]=[CH:3][CH:4]=[CH:5][CH:6]=1)(=[O:11])=[O:12])=[O:24], predict the reactants needed to synthesize it. The reactants are: [C:1]1([CH:7]=[C:8]([S:10]([NH2:13])(=[O:12])=[O:11])[CH3:9])[CH:6]=[CH:5][CH:4]=[CH:3][CH:2]=1.C(=O)([O-])[O-].[K+].[K+].[Cl:20][C:21]1[CH:29]=[C:28]([Cl:30])[CH:27]=[CH:26][C:22]=1[C:23](Cl)=[O:24]. (9) The reactants are: [CH2:1]([C@H:4]1[NH:11][CH2:10][C:9]2[CH:12]=[CH:13][CH:14]=[CH:15][C:8]=2[CH2:7][O:6][CH2:5]1)[CH:2]=[CH2:3].[N:16]1[C:25]2[C:20](=[CH:21][CH:22]=[CH:23][C:24]=2[S:26](Cl)(=[O:28])=[O:27])[CH:19]=[CH:18][CH:17]=1. Given the product [CH2:1]([C@H:4]1[N:11]([S:26]([C:24]2[CH:23]=[CH:22][CH:21]=[C:20]3[C:25]=2[N:16]=[CH:17][CH:18]=[CH:19]3)(=[O:27])=[O:28])[CH2:10][C:9]2[CH:12]=[CH:13][CH:14]=[CH:15][C:8]=2[CH2:7][O:6][CH2:5]1)[CH:2]=[CH2:3], predict the reactants needed to synthesize it.